This data is from TCR-epitope binding with 47,182 pairs between 192 epitopes and 23,139 TCRs. The task is: Binary Classification. Given a T-cell receptor sequence (or CDR3 region) and an epitope sequence, predict whether binding occurs between them. (1) The epitope is RPHERNGFTVL. Result: 0 (the TCR does not bind to the epitope). The TCR CDR3 sequence is CASTDSYGYTF. (2) The epitope is VTEHDTLLY. The TCR CDR3 sequence is CASSQVQGAYEQYF. Result: 1 (the TCR binds to the epitope). (3) The epitope is SEVGPEHSLAEY. The TCR CDR3 sequence is CASRGELGEKLFF. Result: 1 (the TCR binds to the epitope). (4) The epitope is CTELKLSDY. The TCR CDR3 sequence is CASSISGLANYEQYF. Result: 0 (the TCR does not bind to the epitope). (5) The epitope is KLMNIQQKL. The TCR CDR3 sequence is CASSLVGPPGELFF. Result: 0 (the TCR does not bind to the epitope). (6) The epitope is CTELKLSDY. The TCR CDR3 sequence is CASSRALGLFF. Result: 0 (the TCR does not bind to the epitope). (7) The epitope is MPASWVMRI. The TCR CDR3 sequence is GGYEQYF. Result: 0 (the TCR does not bind to the epitope).